The task is: Regression. Given a peptide amino acid sequence and an MHC pseudo amino acid sequence, predict their binding affinity value. This is MHC class II binding data.. This data is from Peptide-MHC class II binding affinity with 134,281 pairs from IEDB. (1) The MHC is DRB1_1602 with pseudo-sequence DRB1_1602. The binding affinity (normalized) is 0.135. The peptide sequence is LNFTGPCKGDSVTIK. (2) The peptide sequence is DYVRMWVQAATAMSA. The MHC is DRB1_0301 with pseudo-sequence DRB1_0301. The binding affinity (normalized) is 0.0892. (3) The peptide sequence is VKEEGKEELQEIPTM. The MHC is DRB5_0101 with pseudo-sequence DRB5_0101. The binding affinity (normalized) is 0.301. (4) The peptide sequence is PDDFMGCVLAWNTRN. The MHC is DRB1_0101 with pseudo-sequence DRB1_0101. The binding affinity (normalized) is 0.649. (5) The peptide sequence is IMGHVYLQASTGYGL. The MHC is DRB5_0101 with pseudo-sequence DRB5_0101. The binding affinity (normalized) is 0.673. (6) The peptide sequence is TDATSILGIGTVLDQAETAG. The MHC is DRB1_1101 with pseudo-sequence DRB1_1101. The binding affinity (normalized) is 0.382. (7) The peptide sequence is DTRLMRLEDEMKEGR. The MHC is HLA-DQA10501-DQB10201 with pseudo-sequence HLA-DQA10501-DQB10201. The binding affinity (normalized) is 0.307.